This data is from Forward reaction prediction with 1.9M reactions from USPTO patents (1976-2016). The task is: Predict the product of the given reaction. (1) Given the reactants F[C:2]1[N:7]=[C:6]([C:8]2[NH:17][C:16](=[O:18])[C:15]3[C:10](=[CH:11][C:12]([O:21][CH3:22])=[CH:13][C:14]=3[O:19][CH3:20])[N:9]=2)[CH:5]=[CH:4][CH:3]=1.C([O-])([O-])=O.[K+].[K+].[CH2:29]([N:33]1[CH2:38][CH2:37][NH:36][CH2:35][CH2:34]1)[CH:30]([CH3:32])[CH3:31].CN(C)C(=O)C, predict the reaction product. The product is: [CH2:29]([N:33]1[CH2:38][CH2:37][N:36]([C:2]2[N:7]=[C:6]([C:8]3[NH:17][C:16](=[O:18])[C:15]4[C:10](=[CH:11][C:12]([O:21][CH3:22])=[CH:13][C:14]=4[O:19][CH3:20])[N:9]=3)[CH:5]=[CH:4][CH:3]=2)[CH2:35][CH2:34]1)[CH:30]([CH3:32])[CH3:31]. (2) Given the reactants Cl.[NH2:2][CH2:3][CH2:4][NH:5][S:6]([C:9]1[C:17]2[C:12](=[CH:13][CH:14]=[C:15]([Br:18])[CH:16]=2)[N:11]([S:19]([C:22]2[CH:27]=[CH:26][CH:25]=[CH:24][CH:23]=2)(=[O:21])=[O:20])[C:10]=1[C:28]([O:30][CH2:31][CH3:32])=[O:29])(=[O:8])=[O:7].C(N(CC)CC)C.Cl[C:41](Cl)([O:43]C(=O)OC(Cl)(Cl)Cl)Cl.[CH3:52][O:53][C:54]1[CH:60]=[CH:59][C:57]([NH2:58])=[CH:56][CH:55]=1, predict the reaction product. The product is: [Br:18][C:15]1[CH:16]=[C:17]2[C:12](=[CH:13][CH:14]=1)[N:11]([S:19]([C:22]1[CH:27]=[CH:26][CH:25]=[CH:24][CH:23]=1)(=[O:21])=[O:20])[C:10]([C:28]([O:30][CH2:31][CH3:32])=[O:29])=[C:9]2[S:6]([NH:5][CH2:4][CH2:3][NH:2][C:41]([NH:58][C:57]1[CH:59]=[CH:60][C:54]([O:53][CH3:52])=[CH:55][CH:56]=1)=[O:43])(=[O:8])=[O:7].